From a dataset of Full USPTO retrosynthesis dataset with 1.9M reactions from patents (1976-2016). Predict the reactants needed to synthesize the given product. (1) The reactants are: [Mg].Br[C:3]1[CH:8]=[CH:7][CH:6]=[C:5]([CH2:9][CH3:10])[CH:4]=1.[C:11](=[O:13])=[O:12]. Given the product [CH2:9]([C:5]1[CH:4]=[C:3]([CH:8]=[CH:7][CH:6]=1)[C:11]([OH:13])=[O:12])[CH3:10], predict the reactants needed to synthesize it. (2) Given the product [F:1][C:2]1[CH:3]=[C:4]([CH:35]=[CH:36][C:37]=1[F:38])[O:5][C:6]1[CH:30]=[CH:29][C:9]([CH2:10][O:11][C:12]2[CH:13]=[C:14]3[NH:21][CH2:20][CH2:19][N:15]3[C:16](=[O:18])[N:17]=2)=[CH:8][C:7]=1[C:31]([F:33])([F:34])[F:32], predict the reactants needed to synthesize it. The reactants are: [F:1][C:2]1[CH:3]=[C:4]([CH:35]=[CH:36][C:37]=1[F:38])[O:5][C:6]1[CH:30]=[CH:29][C:9]([CH2:10][O:11][C:12]2[CH:13]=[C:14]3[N:21](C(OC(C)(C)C)=O)[CH2:20][CH2:19][N:15]3[C:16](=[O:18])[N:17]=2)=[CH:8][C:7]=1[C:31]([F:34])([F:33])[F:32]. (3) Given the product [CH3:19][O:20][CH2:21][CH2:22][C@@H:23]1[N:28]([CH2:15][CH2:16][CH3:17])[CH2:27][CH2:26][N:25]([C:29]2[C:38]3[N:37]=[C:36]([C:39]([F:41])([F:42])[F:40])[S:35][C:34]=3[NH:33][C:32]3[CH:43]=[CH:44][CH:45]=[CH:46][C:31]=3[N:30]=2)[CH2:24]1, predict the reactants needed to synthesize it. The reactants are: C(O[BH-](OC(=O)C)OC(=O)C)(=O)C.[Na+].[CH:15](=O)[CH2:16][CH3:17].[CH3:19][O:20][CH2:21][CH2:22][C@@H:23]1[NH:28][CH2:27][CH2:26][N:25]([C:29]2[C:38]3[N:37]=[C:36]([C:39]([F:42])([F:41])[F:40])[S:35][C:34]=3[NH:33][C:32]3[CH:43]=[CH:44][CH:45]=[CH:46][C:31]=3[N:30]=2)[CH2:24]1. (4) Given the product [Cl-:28].[C:22]([N+:1]1[C:25]([CH3:26])=[C:21]([NH:20][C:16]([CH3:19])([CH3:18])[CH3:17])[N:3]2[CH:4]=[CH:5][CH:6]=[C:7]([O:8][CH2:9][C:10]3[CH:11]=[CH:12][CH:13]=[CH:14][CH:15]=3)[C:2]=12)(=[O:24])[CH3:23], predict the reactants needed to synthesize it. The reactants are: [NH2:1][C:2]1[C:7]([O:8][CH2:9][C:10]2[CH:15]=[CH:14][CH:13]=[CH:12][CH:11]=2)=[CH:6][CH:5]=[CH:4][N:3]=1.[C:16]([N+:20]#[C-:21])([CH3:19])([CH3:18])[CH3:17].[CH:22](=[O:24])[CH3:23].[C:25]([Cl:28])(=O)[CH3:26]. (5) Given the product [NH2:4][C:5]1[CH:10]=[CH:9][C:8]([N:11]([CH2:33][C:34]2[CH:39]=[CH:38][CH:37]=[C:36]([C:40]#[N:41])[CH:35]=2)[CH:12]2[CH2:13][CH2:14][N:15]([CH:18]([CH3:32])[CH2:19][CH2:20][NH:21][C:22](=[O:31])[C:23]3[C:24]([CH3:30])=[CH:25][CH:26]=[CH:27][C:28]=3[CH3:29])[CH2:16][CH2:17]2)=[CH:7][CH:6]=1, predict the reactants needed to synthesize it. The reactants are: C([NH:4][C:5]1[CH:10]=[CH:9][C:8]([N:11]([CH2:33][C:34]2[CH:39]=[CH:38][CH:37]=[C:36]([C:40]#[N:41])[CH:35]=2)[CH:12]2[CH2:17][CH2:16][N:15]([CH:18]([CH3:32])[CH2:19][CH2:20][NH:21][C:22](=[O:31])[C:23]3[C:28]([CH3:29])=[CH:27][CH:26]=[CH:25][C:24]=3[CH3:30])[CH2:14][CH2:13]2)=[CH:7][CH:6]=1)(=O)C.Cl. (6) Given the product [CH3:1][O:2][C:3]1[C:8]2[N:9]=[C:10]([C:25]([C@H:22]3[O:21][CH2:20][C@H:19]([NH:18][CH2:17][C:36]4[CH:37]=[CH:38][C:32]5[S:31][CH2:30][C:29](=[O:28])[NH:34][C:33]=5[CH:35]=4)[CH2:24][CH2:23]3)=[O:26])[S:11][C:7]=2[CH:6]=[CH:5][CH:4]=1, predict the reactants needed to synthesize it. The reactants are: [CH3:1][O:2][C:3]1[C:8]2[N:9]=[CH:10][S:11][C:7]=2[CH:6]=[CH:5][CH:4]=1.C(O[C:17](=O)[NH:18][C@@H:19]1[CH2:24][CH2:23][C@@H:22]([CH:25]=[O:26])[O:21][CH2:20]1)(C)(C)C.[O:28]=[C:29]1[NH:34][C:33]2[CH:35]=[C:36](C=O)[CH:37]=[CH:38][C:32]=2[S:31][CH2:30]1. (7) Given the product [ClH:53].[CH3:38][C:39]1[C:43]([CH2:44][N:18]2[CH2:19][CH2:20][N:15]([C:21]3[C:26]([C:27]4[CH:28]=[CH:29][C:30]([CH2:31][NH:32][C:33](=[O:35])[CH3:34])=[CH:36][CH:37]=4)=[N:25][CH:24]=[CH:23][N:22]=3)[CH2:16][CH2:17]2)=[C:42]([CH3:46])[N:41]([C:47]2[CH:52]=[CH:51][CH:50]=[CH:49][N:48]=2)[N:40]=1, predict the reactants needed to synthesize it. The reactants are: C(O[BH-](OC(=O)C)OC(=O)C)(=O)C.[Na+].[N:15]1([C:21]2[C:26]([C:27]3[CH:37]=[CH:36][C:30]([CH2:31][NH:32][C:33](=[O:35])[CH3:34])=[CH:29][CH:28]=3)=[N:25][CH:24]=[CH:23][N:22]=2)[CH2:20][CH2:19][NH:18][CH2:17][CH2:16]1.[CH3:38][C:39]1[C:43]([CH:44]=O)=[C:42]([CH3:46])[N:41]([C:47]2[CH:52]=[CH:51][CH:50]=[CH:49][N:48]=2)[N:40]=1.[ClH:53]. (8) Given the product [C:12]([O:11][C:10]([N:9]([C:4]1[C:5]([F:8])=[CH:6][CH:7]=[C:2]([B:30]2[O:34][C:33]([CH3:36])([CH3:35])[C:32]([CH3:38])([CH3:37])[O:31]2)[C:3]=1[CH3:24])[C:17](=[O:18])[O:19][C:20]([CH3:23])([CH3:22])[CH3:21])=[O:16])([CH3:15])([CH3:14])[CH3:13], predict the reactants needed to synthesize it. The reactants are: Br[C:2]1[C:3]([CH3:24])=[C:4]([N:9]([C:17]([O:19][C:20]([CH3:23])([CH3:22])[CH3:21])=[O:18])[C:10](=[O:16])[O:11][C:12]([CH3:15])([CH3:14])[CH3:13])[C:5]([F:8])=[CH:6][CH:7]=1.CC([O-])=O.[K+].[B:30]1([B:30]2[O:34][C:33]([CH3:36])([CH3:35])[C:32]([CH3:38])([CH3:37])[O:31]2)[O:34][C:33]([CH3:36])([CH3:35])[C:32]([CH3:38])([CH3:37])[O:31]1.O.